This data is from Forward reaction prediction with 1.9M reactions from USPTO patents (1976-2016). The task is: Predict the product of the given reaction. (1) Given the reactants Br[C:2]1[CH:7]=[CH:6][C:5](/[CH:8]=[CH:9]/[C:10]2[N:11]([CH2:23][C:24]3[CH:29]=[CH:28][C:27]([O:30][C:31]([F:34])([F:33])[F:32])=[CH:26][CH:25]=3)[CH:12]=[C:13]([C:15]3[CH:20]=[CH:19][C:18]([Cl:21])=[CH:17][C:16]=3[Cl:22])[N:14]=2)=[CH:4][CH:3]=1.[CH3:35][O:36][C:37]([C:39]1[CH:40]=[C:41](B(O)O)[CH:42]=[CH:43][CH:44]=1)=[O:38], predict the reaction product. The product is: [CH3:35][O:36][C:37]([C:39]1[CH:44]=[C:43]([C:2]2[CH:3]=[CH:4][C:5](/[CH:8]=[CH:9]/[C:10]3[N:11]([CH2:23][C:24]4[CH:25]=[CH:26][C:27]([O:30][C:31]([F:33])([F:34])[F:32])=[CH:28][CH:29]=4)[CH:12]=[C:13]([C:15]4[CH:20]=[CH:19][C:18]([Cl:21])=[CH:17][C:16]=4[Cl:22])[N:14]=3)=[CH:6][CH:7]=2)[CH:42]=[CH:41][CH:40]=1)=[O:38]. (2) Given the reactants [F:1][CH:2]([F:27])[O:3][CH:4]=[C:5]([C:20]1[CH:25]=[CH:24][C:23]([Cl:26])=[CH:22][CH:21]=1)[C:6]([NH:8][CH2:9][CH2:10][C:11]1[CH:16]=[CH:15][C:14]([OH:17])=[C:13]([O:18][CH3:19])[CH:12]=1)=[O:7].CN(C)C=O.Cl[CH2:34][C:35]#[CH:36].[H-].[Na+], predict the reaction product. The product is: [F:27][CH:2]([F:1])[O:3][CH:4]=[C:5]([C:20]1[CH:25]=[CH:24][C:23]([Cl:26])=[CH:22][CH:21]=1)[C:6]([NH:8][CH2:9][CH2:10][C:11]1[CH:16]=[CH:15][C:14]([O:17][CH2:36][C:35]#[CH:34])=[C:13]([O:18][CH3:19])[CH:12]=1)=[O:7]. (3) Given the reactants C(OC([NH:8][CH2:9][C@H:10]([N:15]1[CH2:20][CH2:19][N:18]([S:21]([C:24]2[CH:29]=[CH:28][C:27]([CH3:30])=[CH:26][CH:25]=2)(=[O:23])=[O:22])[CH2:17][CH2:16]1)[C:11]([O:13][CH3:14])=[O:12])=O)(C)(C)C.FC(F)(F)C(O)=O.C(=O)([O-])O.[Na+], predict the reaction product. The product is: [NH2:8][CH2:9][C@H:10]([N:15]1[CH2:20][CH2:19][N:18]([S:21]([C:24]2[CH:25]=[CH:26][C:27]([CH3:30])=[CH:28][CH:29]=2)(=[O:23])=[O:22])[CH2:17][CH2:16]1)[C:11]([O:13][CH3:14])=[O:12]. (4) Given the reactants C[O:2][C:3](=[O:28])[CH2:4][CH2:5][NH:6][C:7](=[O:27])[C:8]1[CH:13]=[CH:12][C:11]([C:14](=[CH:19][C:20]2[CH:25]=[CH:24][C:23](Br)=[CH:22][CH:21]=2)[CH2:15][CH:16]([CH3:18])[CH3:17])=[CH:10][CH:9]=1.[C:29]([C:33]1[CH:38]=[CH:37][C:36](B(O)O)=[CH:35][CH:34]=1)([CH3:32])([CH3:31])[CH3:30].[F-].[K+], predict the reaction product. The product is: [C:29]([C:33]1[CH:38]=[CH:37][C:36]([C:23]2[CH:22]=[CH:21][C:20]([CH2:19][CH:14]([C:11]3[CH:10]=[CH:9][C:8]([C:7]([NH:6][CH2:5][CH2:4][C:3]([OH:28])=[O:2])=[O:27])=[CH:13][CH:12]=3)[CH2:15][CH:16]([CH3:18])[CH3:17])=[CH:25][CH:24]=2)=[CH:35][CH:34]=1)([CH3:32])([CH3:31])[CH3:30]. (5) Given the reactants C(NC(C)C)(C)C.C([Li])CCC.[CH3:13][O:14][C:15]1[CH:20]=[CH:19][C:18]([CH:21]([O:24][Si](C)(C)C)C#N)=[CH:17][CH:16]=1.[CH:29](=[O:36])[C:30]1[CH:35]=[CH:34][CH:33]=[CH:32][CH:31]=1.[Cl-].[NH4+], predict the reaction product. The product is: [OH:36][CH:29]([C:30]1[CH:35]=[CH:34][CH:33]=[CH:32][CH:31]=1)[C:21]([C:18]1[CH:19]=[CH:20][C:15]([O:14][CH3:13])=[CH:16][CH:17]=1)=[O:24]. (6) Given the reactants [Cl:1][C:2]1[CH:7]=[CH:6][C:5]([C:8]2[N:13]=[C:12]([C:14]([O-])=[O:15])[CH:11]=[CH:10][C:9]=2[C:17]2[CH:22]=[C:21]([CH3:23])[CH:20]=[CH:19][C:18]=2[Cl:24])=[CH:4][C:3]=1[O:25][CH2:26][CH2:27][CH2:28][N:29]([CH3:31])[CH3:30].[NH2:32][C@H:33]([CH:38]([CH3:40])[CH3:39])[CH2:34][C:35]([OH:37])=[O:36], predict the reaction product. The product is: [ClH:1].[Cl:1][C:2]1[CH:7]=[CH:6][C:5]([C:8]2[N:13]=[C:12]([C:14]([NH:32][C@H:33]([CH:38]([CH3:40])[CH3:39])[CH2:34][C:35]([OH:37])=[O:36])=[O:15])[CH:11]=[CH:10][C:9]=2[C:17]2[CH:22]=[C:21]([CH3:23])[CH:20]=[CH:19][C:18]=2[Cl:24])=[CH:4][C:3]=1[O:25][CH2:26][CH2:27][CH2:28][N:29]([CH3:31])[CH3:30]. (7) Given the reactants [CH3:1][C:2]1([CH3:14])[C:6]([CH3:8])([CH3:7])[O:5][B:4]([C:9]2[CH:10]=[N:11][NH:12][CH:13]=2)[O:3]1.[C:15]([CH:17]=[C:18]1[CH2:21][N:20]([C:22]2[CH:33]=[CH:32][C:25]([C:26]([NH:28][CH:29]([CH3:31])[CH3:30])=[O:27])=[CH:24][CH:23]=2)[CH2:19]1)#[N:16].N12CCCN=C1CCCCC2.C(OC)(C)(C)C, predict the reaction product. The product is: [C:15]([CH2:17][C:18]1([N:12]2[CH:13]=[C:9]([B:4]3[O:5][C:6]([CH3:7])([CH3:8])[C:2]([CH3:14])([CH3:1])[O:3]3)[CH:10]=[N:11]2)[CH2:21][N:20]([C:22]2[CH:33]=[CH:32][C:25]([C:26]([NH:28][CH:29]([CH3:30])[CH3:31])=[O:27])=[CH:24][CH:23]=2)[CH2:19]1)#[N:16]. (8) The product is: [F:23][C:20]1[CH:19]=[CH:18][C:17]([C:14]2[NH:15][CH:16]=[CH:12][C:13]=2[C:24]2[CH:29]=[CH:28][N:27]=[CH:26][CH:25]=2)=[CH:22][CH:21]=1. Given the reactants S(=O)(=O)(O)O.O.C(OC([C:12]1[C:13]([C:24]2[CH:29]=[CH:28][N:27]=[CH:26][CH:25]=2)=[C:14]([C:17]2[CH:22]=[CH:21][C:20]([F:23])=[CH:19][CH:18]=2)[NH:15][CH:16]=1)=O)C.[OH-].[Na+], predict the reaction product.